Dataset: Catalyst prediction with 721,799 reactions and 888 catalyst types from USPTO. Task: Predict which catalyst facilitates the given reaction. Reactant: [NH2:1][C:2]1[CH:3]=[N:4][CH:5]=[CH:6][C:7]=1[C:8]1[CH2:13][C:12]([CH3:15])([CH3:14])[CH2:11][CH:10]([N:16]2[C:24](=[O:25])[C:23]3[C:18](=[CH:19][CH:20]=[CH:21][CH:22]=3)[C:17]2=[O:26])[CH:9]=1.[H][H]. Product: [NH2:1][C:2]1[CH:3]=[N:4][CH:5]=[CH:6][C:7]=1[CH:8]1[CH2:9][CH:10]([N:16]2[C:17](=[O:26])[C:18]3[C:23](=[CH:22][CH:21]=[CH:20][CH:19]=3)[C:24]2=[O:25])[CH2:11][C:12]([CH3:15])([CH3:14])[CH2:13]1. The catalyst class is: 285.